Dataset: Full USPTO retrosynthesis dataset with 1.9M reactions from patents (1976-2016). Task: Predict the reactants needed to synthesize the given product. (1) Given the product [C:3]([C:6]1[N:11]=[C:10]([C:12]2[CH:13]=[CH:14][C:15]([C:18]3[C:23]([F:24])=[CH:22][C:21]([CH2:25][C:26]([OH:28])=[O:27])=[CH:20][C:19]=3[F:30])=[CH:16][CH:17]=2)[C:9]([CH3:31])=[N:8][C:7]=1[CH3:32])(=[O:5])[NH2:4], predict the reactants needed to synthesize it. The reactants are: [OH-].[K+].[C:3]([C:6]1[N:11]=[C:10]([C:12]2[CH:17]=[CH:16][C:15]([C:18]3[C:23]([F:24])=[CH:22][C:21]([CH2:25][C:26]([O:28]C)=[O:27])=[CH:20][C:19]=3[F:30])=[CH:14][CH:13]=2)[C:9]([CH3:31])=[N:8][C:7]=1[CH3:32])(=[O:5])[NH2:4].Cl. (2) Given the product [O:1]1[CH2:2][CH2:3][N:4]([CH2:7][CH2:8][CH2:9][N:10]([CH2:11][C:12]2[CH:21]=[CH:20][C:15]([C:16]([O:18][CH3:19])=[O:17])=[CH:14][CH:13]=2)[C:42]([NH:41][C@H:39]([C:29]2[C:38]3[C:33](=[CH:34][CH:35]=[CH:36][CH:37]=3)[CH:32]=[CH:31][CH:30]=2)[CH3:40])=[O:43])[CH2:5][CH2:6]1, predict the reactants needed to synthesize it. The reactants are: [O:1]1[CH2:6][CH2:5][N:4]([CH2:7][CH2:8][CH2:9][NH:10][CH2:11][C:12]2[CH:21]=[CH:20][C:15]([C:16]([O:18][CH3:19])=[O:17])=[CH:14][CH:13]=2)[CH2:3][CH2:2]1.C(N(CC)CC)C.[C:29]1([C@@H:39]([N:41]=[C:42]=[O:43])[CH3:40])[C:38]2[C:33](=[CH:34][CH:35]=[CH:36][CH:37]=2)[CH:32]=[CH:31][CH:30]=1. (3) Given the product [Br:1][C:2]1[N:3]=[C:4]([CH:10]2[CH2:15][CH2:14][N:13]([C:16]([O:18][C:19]([CH3:22])([CH3:21])[CH3:20])=[O:17])[CH2:12][CH2:11]2)[N:5]([CH2:7][CH2:8][O:9][S:31]([CH3:30])(=[O:33])=[O:32])[CH:6]=1, predict the reactants needed to synthesize it. The reactants are: [Br:1][C:2]1[N:3]=[C:4]([CH:10]2[CH2:15][CH2:14][N:13]([C:16]([O:18][C:19]([CH3:22])([CH3:21])[CH3:20])=[O:17])[CH2:12][CH2:11]2)[N:5]([CH2:7][CH2:8][OH:9])[CH:6]=1.C(N(CC)CC)C.[CH3:30][S:31](Cl)(=[O:33])=[O:32]. (4) The reactants are: [Br:1][C:2]1[C:3]2[CH:11]=[C:10]([C:12]([O:14][CH2:15][CH3:16])=[O:13])[N:9]([S:17]([C:20]3[CH:26]=[CH:25][C:23]([CH3:24])=[CH:22][CH:21]=3)(=[O:19])=[O:18])[C:4]=2[C:5](=[O:8])[NH:6][CH:7]=1.[H-].[Na+].I[CH3:30]. Given the product [Br:1][C:2]1[C:3]2[CH:11]=[C:10]([C:12]([O:14][CH2:15][CH3:16])=[O:13])[N:9]([S:17]([C:20]3[CH:21]=[CH:22][C:23]([CH3:24])=[CH:25][CH:26]=3)(=[O:19])=[O:18])[C:4]=2[C:5](=[O:8])[N:6]([CH3:30])[CH:7]=1, predict the reactants needed to synthesize it.